Dataset: Forward reaction prediction with 1.9M reactions from USPTO patents (1976-2016). Task: Predict the product of the given reaction. (1) Given the reactants [I:1]N1C(=O)CCC1=O.[CH3:9][O:10][C:11](=[O:20])[NH:12][C:13]1[CH:18]=[CH:17][C:16]([Br:19])=[CH:15][CH:14]=1, predict the reaction product. The product is: [CH3:9][O:10][C:11](=[O:20])[NH:12][C:13]1[CH:18]=[CH:17][C:16]([Br:19])=[CH:15][C:14]=1[I:1]. (2) Given the reactants [Si:1]([O:8][C@@H:9]1[C@@:28]2([CH3:29])[C:13](=[CH:14][CH:15]=[C:16]3[C@@H:27]2[CH2:26][CH2:25][C@@:24]2([CH3:30])[C@H:17]3[CH2:18][CH:19]=[C:20]2[C@@H:21]([OH:23])[CH3:22])[CH2:12][C@@H:11]([O:31][Si:32]([C:35]([CH3:38])([CH3:37])[CH3:36])([CH3:34])[CH3:33])[CH2:10]1)([C:4]([CH3:7])([CH3:6])[CH3:5])([CH3:3])[CH3:2].[H-].[Na+].C1OCCOCCOCCOCCOC1.Br[CH2:57][C:58]([O:60][C:61]([CH3:64])([CH3:63])[CH3:62])=[O:59], predict the reaction product. The product is: [Si:1]([O:8][C@@H:9]1[C@@:28]2([CH3:29])[C:13](=[CH:14][CH:15]=[C:16]3[C@@H:27]2[CH2:26][CH2:25][C@@:24]2([CH3:30])[C@H:17]3[CH2:18][CH:19]=[C:20]2[C@@H:21]([O:23][CH2:57][C:58]([O:60][C:61]([CH3:64])([CH3:63])[CH3:62])=[O:59])[CH3:22])[CH2:12][C@@H:11]([O:31][Si:32]([C:35]([CH3:37])([CH3:36])[CH3:38])([CH3:33])[CH3:34])[CH2:10]1)([C:4]([CH3:7])([CH3:6])[CH3:5])([CH3:3])[CH3:2]. (3) The product is: [F:30][C:27]1[CH:26]=[CH:25][C:24]([C:22]2[N:21]=[C:20]([N:31]3[CH2:35][CH2:34][CH2:33][C@H:32]3[CH3:36])[N:19]=[C:18]([N:15]3[CH2:16][CH2:17][N:12]([C:7]4[N:6]=[C:5]([C:3]([OH:4])=[O:2])[CH:10]=[CH:9][C:8]=4[CH3:11])[CH2:13][C@H:14]3[CH3:37])[CH:23]=2)=[CH:29][CH:28]=1. Given the reactants C[O:2][C:3]([C:5]1[CH:10]=[CH:9][C:8]([CH3:11])=[C:7]([N:12]2[CH2:17][CH2:16][N:15]([C:18]3[CH:23]=[C:22]([C:24]4[CH:29]=[CH:28][C:27]([F:30])=[CH:26][CH:25]=4)[N:21]=[C:20]([N:31]4[CH2:35][CH2:34][CH2:33][C@H:32]4[CH3:36])[N:19]=3)[C@H:14]([CH3:37])[CH2:13]2)[N:6]=1)=[O:4].O.O[Li].O, predict the reaction product. (4) Given the reactants Cl[C:2]1[CH:3]=[CH:4][C:5]2[N:6]([C:8]([C:16]3[CH:21]=[CH:20][N:19]=[CH:18][CH:17]=3)=[C:9]([C:11]3[S:12][CH:13]=[CH:14][CH:15]=3)[N:10]=2)[N:7]=1.[N:22]1([CH:27]2[CH2:32][CH2:31][NH:30][CH2:29][CH2:28]2)[CH2:26][CH2:25][CH2:24][CH2:23]1.C(N(C(C)C)CC)(C)C.Cl, predict the reaction product. The product is: [N:19]1[CH:20]=[CH:21][C:16]([C:8]2[N:6]3[N:7]=[C:2]([N:30]4[CH2:31][CH2:32][CH:27]([N:22]5[CH2:26][CH2:25][CH2:24][CH2:23]5)[CH2:28][CH2:29]4)[CH:3]=[CH:4][C:5]3=[N:10][C:9]=2[C:11]2[S:12][CH:13]=[CH:14][CH:15]=2)=[CH:17][CH:18]=1. (5) Given the reactants [CH2:1]([CH:3]([C:6]1[C:7]2[N:8]([C:13]([C:17]3[S:21][C:20]([C:22]4(O)[CH2:27][CH2:26][O:25][CH2:24][CH2:23]4)=[N:19][C:18]=3[CH3:29])=[C:14]([CH3:16])[N:15]=2)[N:9]=[C:10]([CH3:12])[CH:11]=1)[CH2:4][CH3:5])[CH3:2].C([SiH](CC)CC)C.FC(F)(F)C(O)=O, predict the reaction product. The product is: [O:25]1[CH2:24][CH:23]=[C:22]([C:20]2[S:21][C:17]([C:13]3[N:8]4[N:9]=[C:10]([CH3:12])[CH:11]=[C:6]([CH:3]([CH2:1][CH3:2])[CH2:4][CH3:5])[C:7]4=[N:15][C:14]=3[CH3:16])=[C:18]([CH3:29])[N:19]=2)[CH2:27][CH2:26]1. (6) Given the reactants [F:1][C:2]([F:9])([F:8])[C:3]([O:5]CC)=O.[C:10]1([NH:16][CH2:17][CH2:18][NH2:19])[CH:15]=[CH:14][CH:13]=[CH:12][CH:11]=1, predict the reaction product. The product is: [F:9][C:2]([F:1])([F:8])[C:3]([NH:19][CH2:18][CH2:17][NH:16][C:10]1[CH:15]=[CH:14][CH:13]=[CH:12][CH:11]=1)=[O:5]. (7) Given the reactants [NH2:1][C:2]1[C:10]([C:11]2[S:12][C:13]3[CH:19]=[CH:18][C:17]([NH:20][C:21]([NH:23][C:24]4[CH:29]=[CH:28][CH:27]=[C:26]([CH3:30])[CH:25]=4)=[O:22])=[CH:16][C:14]=3[CH:15]=2)=[CH:9][C:5]([C:6](O)=[O:7])=[CH:4][N:3]=1.Cl.[NH2:32][CH2:33][CH2:34][CH2:35][CH2:36][CH2:37][C:38]([O:40][CH3:41])=[O:39].CCN=C=NCCCN(C)C.Cl, predict the reaction product. The product is: [NH2:1][C:2]1[N:3]=[CH:4][C:5]([C:6]([NH:32][CH2:33][CH2:34][CH2:35][CH2:36][CH2:37][C:38]([O:40][CH3:41])=[O:39])=[O:7])=[CH:9][C:10]=1[C:11]1[S:12][C:13]2[CH:19]=[CH:18][C:17]([NH:20][C:21]([NH:23][C:24]3[CH:29]=[CH:28][CH:27]=[C:26]([CH3:30])[CH:25]=3)=[O:22])=[CH:16][C:14]=2[CH:15]=1. (8) Given the reactants Br[C:2]1[CH:3]=[N:4][CH:5]=[CH:6][C:7]=1[N:8]1[CH2:13][CH2:12][CH:11]([C:14]([NH2:16])=[O:15])[CH2:10][CH2:9]1.[C:17]1(B(O)O)[CH:22]=[CH:21][CH:20]=[CH:19][CH:18]=1.P([O-])([O-])([O-])=O.C(=O)([O-])O.[Na+], predict the reaction product. The product is: [C:17]1([C:2]2[CH:3]=[N:4][CH:5]=[CH:6][C:7]=2[N:8]2[CH2:13][CH2:12][CH:11]([C:14]([NH2:16])=[O:15])[CH2:10][CH2:9]2)[CH:22]=[CH:21][CH:20]=[CH:19][CH:18]=1. (9) Given the reactants C([O-])([O-])=O.[K+].[K+].F[C:8]1[CH:13]=[C:12]([C:14]([F:17])([F:16])[F:15])[CH:11]=[CH:10][C:9]=1[N+:18]([O-:20])=[O:19].[CH3:21][O:22][C:23]([C@H:25]1[CH2:30][CH2:29][C@H:28]([CH2:31][NH2:32])[CH2:27][CH2:26]1)=[O:24], predict the reaction product. The product is: [CH3:21][O:22][C:23]([C@H:25]1[CH2:30][CH2:29][C@H:28]([CH2:31][NH:32][C:8]2[CH:13]=[C:12]([C:14]([F:17])([F:16])[F:15])[CH:11]=[CH:10][C:9]=2[N+:18]([O-:20])=[O:19])[CH2:27][CH2:26]1)=[O:24].